Dataset: CYP1A2 inhibition data for predicting drug metabolism from PubChem BioAssay. Task: Regression/Classification. Given a drug SMILES string, predict its absorption, distribution, metabolism, or excretion properties. Task type varies by dataset: regression for continuous measurements (e.g., permeability, clearance, half-life) or binary classification for categorical outcomes (e.g., BBB penetration, CYP inhibition). Dataset: cyp1a2_veith. (1) The molecule is COC(=O)c1c(C)n(-c2ccccc2)c2ccc(O)cc12. The result is 1 (inhibitor). (2) The drug is COc1ccc(NC(=O)c2cc(C(C)C)on2)cc1OC. The result is 1 (inhibitor). (3) The molecule is Cc1ccccc1-c1ccc2ncnc(N(C)Cc3ccco3)c2c1. The result is 1 (inhibitor). (4) The drug is CCOc1cc(CNCc2cccs2)cc(Br)c1OC.Cl. The result is 1 (inhibitor). (5) The compound is COc1ccc(NC(=O)CN2c3cccc4cccc(c34)S2(=O)=O)cc1. The result is 1 (inhibitor). (6) The molecule is Cc1ccccc1NC(=O)/C(=C/c1ccccc1)c1ccccc1. The result is 1 (inhibitor). (7) The molecule is CN(C)[C@@H]1C(=O)C(C(N)=O)=C(O)[C@]2(O)C(=O)C3=C(O)c4c(O)ccc(Cl)c4[C@](C)(O)[C@H]3C[C@@H]12. The result is 0 (non-inhibitor).